This data is from Reaction yield outcomes from USPTO patents with 853,638 reactions. The task is: Predict the reaction yield, written as a fraction of the theoretical maximum amount of product (1.0 means a 100% yield; for example, 0.34 means a 34% yield). (1) The reactants are [Br:1][C:2]1[CH:3]=[CH:4][C:5]([C:8]([OH:10])=O)=[N:6][CH:7]=1.[CH2:11]1[C:19]2[C:14](=[CH:15][CH:16]=[CH:17][CH:18]=2)[CH2:13][CH:12]1[NH:20][C:21]1[N:22]=[CH:23][C:24]2[CH2:30][NH:29][CH2:28][CH2:27][C:25]=2[N:26]=1.Cl.CN(C)CCCN=C=NCC.N1C=CC(N)=CC=1. The catalyst is ClCCl. The product is [Br:1][C:2]1[CH:3]=[CH:4][C:5]([C:8]([N:29]2[CH2:28][CH2:27][C:25]3[N:26]=[C:21]([NH:20][CH:12]4[CH2:11][C:19]5[C:14](=[CH:15][CH:16]=[CH:17][CH:18]=5)[CH2:13]4)[N:22]=[CH:23][C:24]=3[CH2:30]2)=[O:10])=[N:6][CH:7]=1. The yield is 0.750. (2) The reactants are [CH3:1][N:2]([CH3:32])[C:3]1[CH:8]=[CH:7][CH:6]=[C:5]([C:9]([C:14]2[N:22](S(C3C=CC=CC=3)(=O)=O)[C:17]3=[N:18][CH:19]=[CH:20][CH:21]=[C:16]3[CH:15]=2)=[CH:10][CH:11]([CH3:13])[CH3:12])[CH:4]=1.[OH-].[Na+]. The catalyst is C(O)C.O1CCCC1.O. The product is [CH3:32][N:2]([CH3:1])[C:3]1[CH:8]=[CH:7][CH:6]=[C:5]([C:9]([C:14]2[NH:22][C:17]3=[N:18][CH:19]=[CH:20][CH:21]=[C:16]3[CH:15]=2)=[CH:10][CH:11]([CH3:13])[CH3:12])[CH:4]=1. The yield is 0.760. (3) The reactants are [Br:1][C:2]1[C:11]2[C:6](=[C:7](C3C=C(C(F)(F)F)C=CC=3C([O-])=O)[CH:8]=[C:9]([O:12]C)[CH:10]=2)[C:5](=[O:27])[N:4]([C:28]2[CH:33]=[CH:32][C:31]([O:34]C(=O)C3C=CC(C(F)(F)F)=CC=3)=[C:30]([F:47])[CH:29]=2)[CH:3]=1.ClC1C=CC=CC=1.B(Br)(Br)Br.[OH2:59]. The catalyst is CO. The product is [Br:1][C:2]1[C:11]2[C:6](=[C:7]([OH:59])[CH:8]=[C:9]([OH:12])[CH:10]=2)[C:5](=[O:27])[N:4]([C:28]2[CH:33]=[CH:32][C:31]([OH:34])=[C:30]([F:47])[CH:29]=2)[CH:3]=1. The yield is 0.482. (4) The reactants are Br[C:2]1[CH:3]=[CH:4][C:5]([NH:9][CH2:10][C:11]2[CH:16]=[CH:15][CH:14]=[CH:13][C:12]=2[Cl:17])=[N:6][C:7]=1[F:8].C([Li])CCC.C([Li])(C)(C)C.[CH:28]([Si:31]([CH:46]([CH3:48])[CH3:47])([CH:43]([CH3:45])[CH3:44])[N:32]1[C:36]2=[N:37][CH:38]=[CH:39][CH:40]=[C:35]2[C:34]([CH:41]=[O:42])=[CH:33]1)([CH3:30])[CH3:29].[Cl-].[NH4+]. The catalyst is O1CCCC1. The product is [Cl:17][C:12]1[CH:13]=[CH:14][CH:15]=[CH:16][C:11]=1[CH2:10][NH:9][C:5]1[N:6]=[C:7]([F:8])[C:2]([CH:41]([C:34]2[C:35]3[C:36](=[N:37][CH:38]=[CH:39][CH:40]=3)[N:32]([Si:31]([CH:43]([CH3:45])[CH3:44])([CH:46]([CH3:48])[CH3:47])[CH:28]([CH3:29])[CH3:30])[CH:33]=2)[OH:42])=[CH:3][CH:4]=1. The yield is 0.176. (5) The reactants are Cl[C:2]1[CH:7]=[C:6]([CH3:8])[N:5]=[CH:4][N:3]=1.[C:9]1(B(O)O)[CH:14]=[CH:13][CH:12]=[CH:11][CH:10]=1.C(=O)([O-])[O-].[Na+].[Na+]. The catalyst is C1C=CC(P(C2C=CC=CC=2)C2C=CC=CC=2)=CC=1.C1C=CC(P(C2C=CC=CC=2)C2C=CC=CC=2)=CC=1.Cl[Pd]Cl.O.C(#N)C. The product is [CH3:8][C:6]1[CH:7]=[C:2]([C:9]2[CH:14]=[CH:13][CH:12]=[CH:11][CH:10]=2)[N:3]=[CH:4][N:5]=1. The yield is 0.460. (6) The reactants are [CH3:1][S:2]([C:5]1[CH:10]=[CH:9][C:8]([OH:11])=[CH:7][CH:6]=1)(=[O:4])=[O:3].C(O)(=O)C.[Br:16]Br.C([O-])(O)=O.[Na+]. The catalyst is CCOCC. The product is [Br:16][C:9]1[CH:10]=[C:5]([S:2]([CH3:1])(=[O:3])=[O:4])[CH:6]=[CH:7][C:8]=1[OH:11]. The yield is 0.436. (7) The reactants are Br[CH2:2][C:3]1[CH:4]=[C:5]([CH:8]=[CH:9][CH:10]=1)[CH:6]=[O:7].C(=O)([O-])[O-].[Cs+].[Cs+].[CH3:17][O:18][C:19]([CH:21]1[CH2:25][CH2:24][S:23](=[O:27])(=[O:26])[NH:22]1)=[O:20].[CH2:28]([O:30][C:31]([CH:33]1[CH2:37][CH2:36][S:35](=[O:39])(=[O:38])[NH:34]1)=[O:32])[CH3:29].[Cl-].[NH4+].Cl. The catalyst is CN(C)C=O.ClCCl. The product is [CH2:28]([O:30][C:31]([CH:33]1[CH2:37][CH2:36][S:35](=[O:38])(=[O:39])[N:34]1[CH2:2][C:3]1[CH:10]=[CH:9][CH:8]=[C:5]([CH:6]=[O:7])[CH:4]=1)=[O:32])[CH3:29].[CH3:17][O:18][C:19]([CH:21]1[CH2:25][CH2:24][S:23](=[O:27])(=[O:26])[N:22]1[CH2:2][C:3]1[CH:10]=[CH:9][CH:8]=[C:5]([CH:6]=[O:7])[CH:4]=1)=[O:20]. The yield is 0.370. (8) The reactants are Cl[C:2]1[C:11]2[C:6](=[CH:7][C:8]([O:14][CH3:15])=[C:9]([O:12][CH3:13])[CH:10]=2)[N:5]=[CH:4][CH:3]=1.[CH3:16][NH:17][C:18]1[CH:23]=[CH:22][C:21]([N+:24]([O-:26])=[O:25])=[CH:20][CH:19]=1.C1(C)C=CC(S(O)(=O)=O)=CC=1.COCC(O)C. No catalyst specified. The product is [CH3:13][O:12][C:9]1[CH:10]=[C:11]2[C:6](=[CH:7][C:8]=1[O:14][CH3:15])[N:5]=[CH:4][CH:3]=[C:2]2[N:17]([CH3:16])[C:18]1[CH:19]=[CH:20][C:21]([N+:24]([O-:26])=[O:25])=[CH:22][CH:23]=1. The yield is 0.400. (9) The reactants are [CH2:1]([O:8][C:9]([NH:11][C@@H:12]([C:16]12[CH2:25][CH:20]3[CH2:21][CH:22]([CH2:24][C:18](O)([CH2:19]3)[CH2:17]1)[CH2:23]2)[C:13]([OH:15])=O)=[O:10])[C:2]1[CH:7]=[CH:6][CH:5]=[CH:4][CH:3]=1.O[N:28]1[C:32]2[CH:33]=[CH:34][CH:35]=[CH:36][C:31]=2[N:30]=N1.C(N(CC)C(C)C)(C)C.C(OCC)(=[O:48])C. The catalyst is C(#N)C. The product is [C:32]([C@@H:33]1[CH2:34][C@H:35]2[C@H:31]([CH2:36]2)[N:30]1[C:13](=[O:15])[C@@H:12]([NH:11][C:9](=[O:10])[O:8][CH2:1][C:2]1[CH:3]=[CH:4][CH:5]=[CH:6][CH:7]=1)[C:16]12[CH2:25][CH:20]3[CH2:21][CH:22]([CH2:24][C:18]([OH:48])([CH2:19]3)[CH2:17]1)[CH2:23]2)#[N:28]. The yield is 0.800.